This data is from Reaction yield outcomes from USPTO patents with 853,638 reactions. The task is: Predict the reaction yield, written as a fraction of the theoretical maximum amount of product (1.0 means a 100% yield; for example, 0.34 means a 34% yield). (1) The reactants are [CH2:1]([O:8][C:9]1[C:14](=[O:15])[CH:13]=[CH:12]O[C:10]=1[CH3:16])[C:2]1[CH:7]=[CH:6][CH:5]=[CH:4][CH:3]=1.[NH3:17].[OH-].[Na+].[Cl-].[NH4+]. The catalyst is C(O)C.C(Cl)(Cl)Cl. The product is [CH2:1]([O:8][C:9]1[C:14](=[O:15])[CH:13]=[CH:12][NH:17][C:10]=1[CH3:16])[C:2]1[CH:7]=[CH:6][CH:5]=[CH:4][CH:3]=1. The yield is 0.430. (2) The yield is 1.00. The reactants are [CH3:1][O:2][C:3](=[O:33])[CH:4]([N:13]1[C:19](=[O:20])[CH2:18][CH2:17][N:16]([C:21](=[O:32])/[CH:22]=[CH:23]/[C:24]2[CH:29]=[CH:28][C:27]([Cl:30])=[C:26]([Cl:31])[CH:25]=2)[CH2:15][CH2:14]1)[CH2:5][C:6]([O:8]C(C)(C)C)=[O:7].Cl. The product is [CH3:1][O:2][C:3](=[O:33])[CH:4]([N:13]1[C:19](=[O:20])[CH2:18][CH2:17][N:16]([C:21](=[O:32])/[CH:22]=[CH:23]/[C:24]2[CH:29]=[CH:28][C:27]([Cl:30])=[C:26]([Cl:31])[CH:25]=2)[CH2:15][CH2:14]1)[CH2:5][C:6]([OH:8])=[O:7]. The catalyst is O1CCOCC1.O. (3) The reactants are [F:1][C:2]([F:13])([F:12])[O:3][C:4]1[CH:11]=[CH:10][C:7]([CH:8]=[O:9])=[CH:6][CH:5]=1.C(Cl)Cl.OS(O)(=O)=O.[Br:22]N1C(=O)CCC1=O. The catalyst is C(O)(C(F)(F)F)=O. The product is [Br:22][C:5]1[CH:6]=[C:7]([CH:10]=[CH:11][C:4]=1[O:3][C:2]([F:12])([F:13])[F:1])[CH:8]=[O:9]. The yield is 0.620. (4) The yield is 0.514. The catalyst is CN(C=O)C. The reactants are [N-:1]=[N+:2]=[N-:3].[Na+].[CH2:5]([O:14][C:15]1[CH:16]=[C:17]([CH:20]=[C:21]([O:23][CH2:24][CH2:25][CH2:26][CH2:27][CH2:28][CH2:29][CH2:30][CH2:31][CH3:32])[CH:22]=1)[CH2:18]Cl)[CH2:6][CH2:7][CH2:8][CH2:9][CH2:10][CH2:11][CH2:12][CH3:13]. The product is [CH2:24]([O:23][C:21]1[CH:20]=[C:17]([CH:16]=[C:15]([O:14][CH2:5][CH2:6][CH2:7][CH2:8][CH2:9][CH2:10][CH2:11][CH2:12][CH3:13])[CH:22]=1)[CH2:18][N:1]=[N+:2]=[N-:3])[CH2:25][CH2:26][CH2:27][CH2:28][CH2:29][CH2:30][CH2:31][CH3:32]. (5) The reactants are [C:1]([N:8]1[CH2:13][CH2:12][CH:11]([CH2:14][OH:15])[CH2:10][CH2:9]1)([O:3][C:4]([CH3:7])([CH3:6])[CH3:5])=[O:2].CCN(CC)CC.CS(Cl)(=O)=O.[Br:28][C:29]1[N:34]=[CH:33][C:32](O)=[CH:31][CH:30]=1.C([O-])([O-])=O.[K+].[K+]. The catalyst is C(Cl)Cl.CN(C=O)C. The product is [Br:28][C:29]1[N:34]=[CH:33][C:32]([O:15][CH2:14][CH:11]2[CH2:12][CH2:13][N:8]([C:1]([O:3][C:4]([CH3:7])([CH3:6])[CH3:5])=[O:2])[CH2:9][CH2:10]2)=[CH:31][CH:30]=1. The yield is 0.680. (6) The reactants are [Cl:1][C:2]1[CH:7]=[C:6]([C:8]2[N:12]=[C:11]([C:13]3[N:14]=[C:15]4[C:20]([Cl:21])=[CH:19][C:18]([C:22]([F:25])([F:24])[F:23])=[CH:17][N:16]4[CH:26]=3)[O:10][N:9]=2)[C:5]([Cl:27])=[CH:4][C:3]=1[OH:28].[OH-].[Na+].Cl[CH2:32][C@@H:33]([OH:36])[CH2:34][OH:35]. The catalyst is CCO.CCOC(C)=O. The product is [Cl:1][C:2]1[CH:7]=[C:6]([C:8]2[N:12]=[C:11]([C:13]3[N:14]=[C:15]4[C:20]([Cl:21])=[CH:19][C:18]([C:22]([F:23])([F:25])[F:24])=[CH:17][N:16]4[CH:26]=3)[O:10][N:9]=2)[C:5]([Cl:27])=[CH:4][C:3]=1[O:28][CH2:32][C@@H:33]([OH:36])[CH2:34][OH:35]. The yield is 0.290. (7) The product is [I:5][C:6]1[CH:7]=[C:8]([NH:9][NH2:1])[CH:10]=[CH:11][CH:12]=1. The catalyst is O.Cl. The yield is 0.530. The reactants are [N:1]([O-])=O.[Na+].[I:5][C:6]1[CH:7]=[C:8]([CH:10]=[CH:11][CH:12]=1)[NH2:9].O.O.[Sn](Cl)Cl. (8) The reactants are Br[CH:2]([C:5](=O)[C:6]([CH3:9])([CH3:8])[CH3:7])[C:3]#[N:4].[NH2:11][C:12]([NH2:14])=[S:13]. No catalyst specified. The product is [NH2:14][C:12]1[S:13][C:2]([C:3]#[N:4])=[C:5]([C:6]([CH3:9])([CH3:8])[CH3:7])[N:11]=1. The yield is 0.663.